Dataset: Full USPTO retrosynthesis dataset with 1.9M reactions from patents (1976-2016). Task: Predict the reactants needed to synthesize the given product. (1) The reactants are: C(OC([N:8]1[CH2:13][CH2:12][CH:11]([NH:14][C:15]2[CH:42]=[C:18]3[CH2:19][N:20]([C:24]([O:26][CH2:27][C:28]4[CH:33]=[C:32]([C:34]([F:37])([F:36])[F:35])[CH:31]=[C:30]([C:38]([F:41])([F:40])[F:39])[CH:29]=4)=[O:25])[CH2:21][CH2:22][CH2:23][N:17]3[N:16]=2)[CH2:10][CH2:9]1)=O)(C)(C)C.C(O)(C(F)(F)F)=O. Given the product [NH:8]1[CH2:9][CH2:10][CH:11]([NH:14][C:15]2[CH:42]=[C:18]3[CH2:19][N:20]([C:24]([O:26][CH2:27][C:28]4[CH:29]=[C:30]([C:38]([F:40])([F:41])[F:39])[CH:31]=[C:32]([C:34]([F:37])([F:35])[F:36])[CH:33]=4)=[O:25])[CH2:21][CH2:22][CH2:23][N:17]3[N:16]=2)[CH2:12][CH2:13]1, predict the reactants needed to synthesize it. (2) Given the product [C:1]([NH:5][C:6]1[CH:7]=[C:8]([CH:33]=[CH:34][C:35]=1[C:48]([F:51])([F:50])[F:49])[C:9]([NH:11][C:12]1[CH:17]=[C:16]([C:18]2[NH:26][C:25]3[C:24]4([CH2:31][CH2:30][CH2:29][NH:28][CH2:27]4)[CH2:23][NH:22][C:21](=[O:32])[C:20]=3[CH:19]=2)[CH:15]=[CH:14][N:13]=1)=[O:10])(=[O:4])[CH:2]=[CH2:3], predict the reactants needed to synthesize it. The reactants are: [C:1]([NH:5][C:6]1[CH:7]=[C:8]([CH:33]=[CH:34][CH:35]=1)[C:9]([NH:11][C:12]1[CH:17]=[C:16]([C:18]2[NH:26][C:25]3[C:24]4([CH2:31][CH2:30][CH2:29][NH:28][CH2:27]4)[CH2:23][NH:22][C:21](=[O:32])[C:20]=3[CH:19]=2)[CH:15]=[CH:14][N:13]=1)=[O:10])(=[O:4])[CH:2]=[CH2:3].[N+](C1C([C:48]([F:51])([F:50])[F:49])=NC=C(C=1)C(N)=O)([O-])=O. (3) The reactants are: [CH3:1][C:2]1[CH:3]=[CH:4][CH:5]=[C:6]2[C:10]=1[NH:9][C:8](=[O:11])[C:7]2=[O:12].[Br:13]Br. Given the product [Br:13][C:4]1[CH:5]=[C:6]2[C:10](=[C:2]([CH3:1])[CH:3]=1)[NH:9][C:8](=[O:11])[C:7]2=[O:12], predict the reactants needed to synthesize it. (4) Given the product [CH3:29][Si:30]([CH3:32])([CH3:31])[C:33]#[C:34]/[CH:2]=[CH:3]/[C:4]1[C:5](=[O:19])[NH:6][C:7](=[O:18])[N:8]([CH:17]=1)[C@@H:9]1[O:16][C@H:13]([CH2:14][OH:15])[C@@H:11]([OH:12])[CH2:10]1, predict the reactants needed to synthesize it. The reactants are: Br/[CH:2]=[CH:3]/[C:4]1[C:5](=[O:19])[NH:6][C:7](=[O:18])[N:8]([CH:17]=1)[C@@H:9]1[O:16][C@H:13]([CH2:14][OH:15])[C@@H:11]([OH:12])[CH2:10]1.C(N(CC)C(C)C)(C)C.[CH3:29][Si:30]([C:33]#[CH:34])([CH3:32])[CH3:31].